Dataset: Forward reaction prediction with 1.9M reactions from USPTO patents (1976-2016). Task: Predict the product of the given reaction. (1) Given the reactants Cl[C:2]1[CH:7]=[C:6]([CH2:8][N:9]2[C:13]([CH3:15])([CH3:14])[C:12](=[O:16])[N:11]([C:17]3[CH:22]=[CH:21][C:20]([S:23][C:24]([F:27])([F:26])[F:25])=[CH:19][CH:18]=3)[C:10]2=[O:28])[CH:5]=[CH:4][N:3]=1.CC1(C)C2C=CC(P(C3C=CC=CC=3)C3C=CC=CC=3)=CC=2OC2C1=CC=C(P(C1C=CC=CC=1)C1C=CC=CC=1)C=2.C(=O)([O-])[O-].[Cs+].[Cs+].[NH2:77][C:78]1[CH:79]=[CH:80][C:81]([OH:84])=[N:82][CH:83]=1, predict the reaction product. The product is: [OH:84][C:81]1[N:82]=[CH:83][C:78]([NH:77][C:2]2[CH:7]=[C:6]([CH2:8][N:9]3[C:13]([CH3:14])([CH3:15])[C:12](=[O:16])[N:11]([C:17]4[CH:22]=[CH:21][C:20]([S:23][C:24]([F:26])([F:27])[F:25])=[CH:19][CH:18]=4)[C:10]3=[O:28])[CH:5]=[CH:4][N:3]=2)=[CH:79][CH:80]=1. (2) Given the reactants [CH3:1][O:2][C:3]([C:5]1[CH:14]=[CH:13][C:8]2[NH:9][C:10](=O)[NH:11][C:7]=2[CH:6]=1)=[O:4].P(Cl)(Cl)([Cl:17])=O, predict the reaction product. The product is: [CH3:1][O:2][C:3]([C:5]1[CH:14]=[CH:13][C:8]2[NH:9][C:10]([Cl:17])=[N:11][C:7]=2[CH:6]=1)=[O:4].